This data is from Full USPTO retrosynthesis dataset with 1.9M reactions from patents (1976-2016). The task is: Predict the reactants needed to synthesize the given product. Given the product [CH2:26]([S:23]([C:20]1[N:21]=[CH:22][C:12]([O:11][C:6]2[CH:7]=[C:8]([O:10][CH:29]([CH3:33])[CH2:30][O:31][CH3:32])[CH:9]=[C:4]([CH:5]=2)[C:3]([NH:34][C:35]2[CH:39]=[CH:38][N:37]([CH3:40])[N:36]=2)=[O:15])=[CH:18][CH:19]=1)(=[O:24])=[O:25])[CH3:27], predict the reactants needed to synthesize it. The reactants are: CO[C:3](=[O:15])[C:4]1[CH:9]=[C:8]([OH:10])[CH:7]=[C:6]([O:11][CH2:12]OC)[CH:5]=1.BrC1[CH:18]=[CH:19][C:20]([S:23]([CH2:26][CH3:27])(=[O:25])=[O:24])=[N:21][CH:22]=1.O[C@H:29]([CH3:33])[CH2:30][O:31][CH3:32].[NH2:34][C:35]1[CH:39]=[CH:38][N:37]([CH3:40])[N:36]=1.